Dataset: Forward reaction prediction with 1.9M reactions from USPTO patents (1976-2016). Task: Predict the product of the given reaction. (1) Given the reactants [CH2:1]([OH:7])[CH2:2]/[CH:3]=[CH:4]\[CH2:5][CH3:6].N1C=CC=CC=1.[CH2:14]([O:16][C:17](=[O:23])[CH:18]=[CH:19][C:20](Cl)=[O:21])[CH3:15], predict the reaction product. The product is: [C:17]([O:16][CH2:14][CH3:15])(=[O:23])/[CH:18]=[CH:19]/[C:20]([O:7][CH2:1][CH2:2]/[CH:3]=[CH:4]\[CH2:5][CH3:6])=[O:21]. (2) Given the reactants C1(C)C=CC=CC=1.[CH3:8][C:9]1[NH:10][C:11]2[C:16]([C:17]=1[CH2:18][C:19]([O:21][CH3:22])=[O:20])=[CH:15][CH:14]=[CH:13][CH:12]=2.[N+:23]([C:26]1[CH:33]=[CH:32][C:29]([CH2:30]Br)=[CH:28][CH:27]=1)([O-:25])=[O:24].C(=O)([O-])[O-].[Cs+].[Cs+], predict the reaction product. The product is: [CH3:8][C:9]1[N:10]([CH2:30][C:29]2[CH:32]=[CH:33][C:26]([N+:23]([O-:25])=[O:24])=[CH:27][CH:28]=2)[C:11]2[C:16]([C:17]=1[CH2:18][C:19]([O:21][CH3:22])=[O:20])=[CH:15][CH:14]=[CH:13][CH:12]=2. (3) Given the reactants C([Si](C)(C)[O:6][C@@H:7]1[CH2:12][CH2:11][C@H:10]([N:13]2[CH2:17][CH2:16][CH2:15][C:14]2=[O:18])[CH2:9][CH2:8]1)(C)(C)C.[Li+].[CH3:22]C([N-]C(C)C)C.BrC[C:31]1[C:40]2[C:35](=[CH:36][CH:37]=[CH:38][CH:39]=2)[CH:34]=[CH:33][CH:32]=1.Cl, predict the reaction product. The product is: [OH:6][C@@H:7]1[CH2:8][CH2:9][C@H:10]([N:13]2[CH2:17][CH2:16][CH:15]([CH2:22][C:33]3[CH:32]=[CH:31][C:40]4[C:35](=[CH:36][CH:37]=[CH:38][CH:39]=4)[CH:34]=3)[C:14]2=[O:18])[CH2:11][CH2:12]1. (4) Given the reactants [CH3:1][O:2][C:3](=[O:37])[C:4]1[CH:9]=[C:8]([O:10][C:11]2[CH:16]=[CH:15][C:14]([NH2:17])=[C:13]([NH:18][CH2:19][C:20]3[CH:25]=[CH:24][CH:23]=[CH:22][CH:21]=3)[CH:12]=2)[CH:7]=[CH:6][C:5]=1[NH:26][S:27]([C:30]1[CH:35]=[CH:34][C:33]([CH3:36])=[CH:32][CH:31]=1)(=[O:29])=[O:28].[S:38](Cl)([C:41]1[CH:47]=[CH:46][C:44]([CH3:45])=[CH:43][CH:42]=1)(=[O:40])=[O:39].N1C=CC=CC=1, predict the reaction product. The product is: [CH3:1][O:2][C:3](=[O:37])[C:4]1[CH:9]=[C:8]([O:10][C:11]2[CH:16]=[CH:15][C:14]([NH:17][S:38]([C:41]3[CH:47]=[CH:46][C:44]([CH3:45])=[CH:43][CH:42]=3)(=[O:40])=[O:39])=[C:13]([NH:18][CH2:19][C:20]3[CH:25]=[CH:24][CH:23]=[CH:22][CH:21]=3)[CH:12]=2)[CH:7]=[CH:6][C:5]=1[NH:26][S:27]([C:30]1[CH:31]=[CH:32][C:33]([CH3:36])=[CH:34][CH:35]=1)(=[O:29])=[O:28]. (5) Given the reactants [F:1][C:2]1[CH:7]=[C:6]([CH3:8])[CH:5]=[CH:4][C:3]=1[NH:9][C:10]1[C:19]2[C:14](=[CH:15][C:16]([O:29][CH3:30])=[C:17]([C:20]3[CH2:21][CH2:22][N:23]([CH:26]([CH3:28])[CH3:27])[CH2:24][CH:25]=3)[CH:18]=2)[N:13]=[N:12][C:11]=1[C:31]([NH2:33])=[O:32].[ClH:34], predict the reaction product. The product is: [ClH:34].[F:1][C:2]1[CH:7]=[C:6]([CH3:8])[CH:5]=[CH:4][C:3]=1[NH:9][C:10]1[C:19]2[C:14](=[CH:15][C:16]([O:29][CH3:30])=[C:17]([CH:20]3[CH2:21][CH2:22][N:23]([CH:26]([CH3:28])[CH3:27])[CH2:24][CH2:25]3)[CH:18]=2)[N:13]=[N:12][C:11]=1[C:31]([NH2:33])=[O:32]. (6) Given the reactants Cl[S:2]([OH:5])(=[O:4])=[O:3].[Cl:6][C:7]1[CH:8]=[C:9]2[C:14](=[CH:15][CH:16]=1)[O:13][CH2:12][C@H:11]([NH:17][C:18](=[O:23])[C:19]([F:22])([F:21])[F:20])[CH2:10]2.O.ClCCl, predict the reaction product. The product is: [Cl:6][C:7]1[CH:8]=[C:9]2[C:14](=[C:15]([S:2]([OH:5])(=[O:4])=[O:3])[CH:16]=1)[O:13][CH2:12][C@H:11]([NH:17][C:18](=[O:23])[C:19]([F:20])([F:22])[F:21])[CH2:10]2. (7) Given the reactants F[C:2]1[CH:7]=[CH:6][C:5]([C:8](=[O:10])[CH3:9])=[CH:4][C:3]=1[C:11]([F:14])([F:13])[F:12].[CH3:15][O-:16].[Na+].O, predict the reaction product. The product is: [CH3:15][O:16][C:2]1[CH:7]=[CH:6][C:5]([C:8](=[O:10])[CH3:9])=[CH:4][C:3]=1[C:11]([F:14])([F:13])[F:12]. (8) The product is: [Br:1][C:2]1[CH:3]=[CH:4][C:5]([CH2:8][CH2:9][C:10]([N:15]([CH3:16])[CH3:14])=[O:12])=[N:6][CH:7]=1. Given the reactants [Br:1][C:2]1[CH:3]=[CH:4][C:5]([CH2:8][CH2:9][C:10]([OH:12])=O)=[N:6][CH:7]=1.Cl.[CH3:14][NH:15][CH3:16].CN(C(ON1N=NC2C=CC=NC1=2)=[N+](C)C)C.F[P-](F)(F)(F)(F)F.CCN(C(C)C)C(C)C, predict the reaction product.